From a dataset of Reaction yield outcomes from USPTO patents with 853,638 reactions. Predict the reaction yield, written as a fraction of the theoretical maximum amount of product (1.0 means a 100% yield; for example, 0.34 means a 34% yield). (1) The reactants are Br[C:2]1[CH:3]=[CH:4][C:5]2[C:6]3[CH2:15][N:14]([C:16]([O:18][C:19]([CH3:22])([CH3:21])[CH3:20])=[O:17])[CH2:13][CH2:12][C:7]=3[N:8]([CH3:11])[C:9]=2[CH:10]=1.[CH2:23]([O:30][C:31]1[CH:36]=[CH:35][NH:34][C:33](=[O:37])[CH:32]=1)[C:24]1[CH:29]=[CH:28][CH:27]=[CH:26][CH:25]=1.C([O-])([O-])=O.[K+].[K+].OC1C=CC=C2C=1N=CC=C2.N#N. The catalyst is CS(C)=O.[Cu](I)I. The product is [CH2:23]([O:30][C:31]1[CH:36]=[CH:35][N:34]([C:2]2[CH:3]=[CH:4][C:5]3[C:6]4[CH2:15][N:14]([C:16]([O:18][C:19]([CH3:22])([CH3:21])[CH3:20])=[O:17])[CH2:13][CH2:12][C:7]=4[N:8]([CH3:11])[C:9]=3[CH:10]=2)[C:33](=[O:37])[CH:32]=1)[C:24]1[CH:25]=[CH:26][CH:27]=[CH:28][CH:29]=1. The yield is 0.510. (2) The reactants are [CH2:1]([O:8][N:9]([CH2:12][C:13]1([C:21]([OH:23])=O)[CH2:16][CH:15]([CH2:17][CH2:18][CH2:19][CH3:20])[CH2:14]1)[CH:10]=[O:11])[C:2]1[CH:7]=[CH:6][CH:5]=[CH:4][CH:3]=1.[NH:24]([C:26]1[N:31]=[C:30]([C:32]([F:35])([F:34])[F:33])[CH:29]=[CH:28][N:27]=1)[NH2:25].CN1CCOCC1.C1C=NC2N(O)N=NC=2C=1.Cl.CN(C)CCCN=C=NCC. The catalyst is CN(C=O)C. The product is [CH2:1]([O:8][N:9]([CH2:12][C:13]1([C:21]([NH:25][NH:24][C:26]2[N:31]=[C:30]([C:32]([F:34])([F:33])[F:35])[CH:29]=[CH:28][N:27]=2)=[O:23])[CH2:14][CH:15]([CH2:17][CH2:18][CH2:19][CH3:20])[CH2:16]1)[CH:10]=[O:11])[C:2]1[CH:3]=[CH:4][CH:5]=[CH:6][CH:7]=1. The yield is 0.470. (3) The reactants are [CH3:1][O:2][C:3](=[O:10])[CH2:4][C@@H:5]([CH3:9])[C:6](O)=[O:7].C(N(CC)CC)C.C(OC(Cl)=O)C(C)C.[Cl:26][C:27]1[CH:28]=[C:29]([CH:34]=[CH:35][CH:36]=1)[C:30]([NH:32]O)=[NH:31]. The catalyst is C1COCC1.C(OCC)(=O)C.CN(C=O)C. The product is [CH3:1][O:2][C:3](=[O:10])[CH2:4][C@H:5]([C:6]1[O:7][N:32]=[C:30]([C:29]2[CH:34]=[CH:35][CH:36]=[C:27]([Cl:26])[CH:28]=2)[N:31]=1)[CH3:9]. The yield is 0.950. (4) The reactants are [Cl:1][C:2]1[N:7]=[C:6](Cl)[C:5]([F:9])=[CH:4][N:3]=1.[CH2:10]([O:14][C:15]1[CH:21]=[CH:20][C:18]([NH2:19])=[CH:17][CH:16]=1)[CH2:11][CH2:12][CH3:13].Cl.[OH-].[Na+]. The catalyst is CC(C)=O.O. The product is [Cl:1][C:2]1[N:7]=[C:6]([NH:19][C:18]2[CH:17]=[CH:16][C:15]([O:14][CH2:10][CH2:11][CH2:12][CH3:13])=[CH:21][CH:20]=2)[C:5]([F:9])=[CH:4][N:3]=1. The yield is 0.800. (5) The reactants are [Cl:1][C:2]1[C:3]([N:8]2[C:12](O)([C:13]([O:15][CH2:16][CH3:17])=[O:14])[CH2:11][C:10]([C:19]([F:22])([F:21])[F:20])=[N:9]2)=[N:4][CH:5]=[CH:6][CH:7]=1. The catalyst is S(=O)(=O)(O)O.C(O)(=O)C. The product is [Cl:1][C:2]1[C:3]([N:8]2[C:12]([C:13]([O:15][CH2:16][CH3:17])=[O:14])=[CH:11][C:10]([C:19]([F:22])([F:20])[F:21])=[N:9]2)=[N:4][CH:5]=[CH:6][CH:7]=1. The yield is 0.770. (6) The yield is 0.170. The product is [C:24]([C:28]1[CH:32]=[C:31]([NH:33][C:34]([NH:1][C:2]2[C:11]3[C:6](=[CH:7][CH:8]=[CH:9][CH:10]=3)[C:5]([O:12][C:13]3[C:22]4[NH:21][C:20](=[O:23])[CH:19]=[N:18][C:17]=4[N:16]=[CH:15][CH:14]=3)=[CH:4][CH:3]=2)=[O:35])[N:30]([C:36]2[CH:41]=[CH:40][CH:39]=[CH:38][CH:37]=2)[N:29]=1)([CH3:27])([CH3:25])[CH3:26]. No catalyst specified. The reactants are [NH2:1][C:2]1[C:11]2[C:6](=[CH:7][CH:8]=[CH:9][CH:10]=2)[C:5]([O:12][C:13]2[C:22]3[NH:21][C:20](=[O:23])[CH:19]=[N:18][C:17]=3[N:16]=[CH:15][CH:14]=2)=[CH:4][CH:3]=1.[C:24]([C:28]1[CH:32]=[C:31]([N:33]=[C:34]=[O:35])[N:30]([C:36]2[CH:41]=[CH:40][CH:39]=[CH:38][CH:37]=2)[N:29]=1)([CH3:27])([CH3:26])[CH3:25]. (7) The reactants are [O:1]=[C:2]1[C:7]2[CH:8]=[CH:9][CH:10]=[CH:11][C:6]=2[S:5][C:4]([C:12]2[N:17]=[C:16]([CH2:18][CH2:19][C:20]#[N:21])[CH:15]=[CH:14][CH:13]=2)=[N:3]1.C[Si]([N:26]=[N+:27]=[N-:28])(C)C.C([Sn](=O)CCCC)CCC. The catalyst is C1(C)C=CC=CC=1. The product is [NH:26]1[C:20]([CH2:19][CH2:18][C:16]2[N:17]=[C:12]([C:4]3[S:5][C:6]4[CH:11]=[CH:10][CH:9]=[CH:8][C:7]=4[C:2](=[O:1])[N:3]=3)[CH:13]=[CH:14][CH:15]=2)=[N:21][N:28]=[N:27]1. The yield is 0.680. (8) The reactants are [F:1][C:2]1[CH:10]=[CH:9][C:8]([CH:11]=[O:12])=[CH:7][C:3]=1[C:4]([OH:6])=O.S(Cl)(Cl)=O.[F:17][C:18]1[CH:19]=[C:20]([CH:51]=[C:52]([F:54])[CH:53]=1)[CH2:21][C:22]1[CH:23]=[C:24]2[C:28](=[CH:29][CH:30]=1)[N:27]([C:31]([C:44]1[CH:49]=[CH:48][CH:47]=[CH:46][CH:45]=1)([C:38]1[CH:43]=[CH:42][CH:41]=[CH:40][CH:39]=1)[C:32]1[CH:37]=[CH:36][CH:35]=[CH:34][CH:33]=1)[N:26]=[C:25]2[NH2:50].CCN(C(C)C)C(C)C. The catalyst is C1(C)C=CC=CC=1.C1COCC1. The product is [F:17][C:18]1[CH:19]=[C:20]([CH:51]=[C:52]([F:54])[CH:53]=1)[CH2:21][C:22]1[CH:23]=[C:24]2[C:28](=[CH:29][CH:30]=1)[N:27]([C:31]([C:44]1[CH:45]=[CH:46][CH:47]=[CH:48][CH:49]=1)([C:32]1[CH:37]=[CH:36][CH:35]=[CH:34][CH:33]=1)[C:38]1[CH:39]=[CH:40][CH:41]=[CH:42][CH:43]=1)[N:26]=[C:25]2[NH:50][C:4](=[O:6])[C:3]1[CH:7]=[C:8]([CH:11]=[O:12])[CH:9]=[CH:10][C:2]=1[F:1]. The yield is 0.790. (9) The reactants are [Cl:1][C:2]1[CH:8]=[CH:7][C:5]([NH2:6])=[CH:4][C:3]=1[O:9][C@@H:10]1[CH2:14][CH2:13][N:12]([CH3:15])[CH2:11]1.[Br:16][C:17]1[CH:22]=[C:21]([O:23][CH3:24])[C:20]([O:25][CH3:26])=[CH:19][C:18]=1[S:27](Cl)(=[O:29])=[O:28]. The catalyst is ClCCCl. The product is [Br:16][C:17]1[CH:22]=[C:21]([O:23][CH3:24])[C:20]([O:25][CH3:26])=[CH:19][C:18]=1[S:27]([NH:6][C:5]1[CH:7]=[CH:8][C:2]([Cl:1])=[C:3]([O:9][C@@H:10]2[CH2:14][CH2:13][N:12]([CH3:15])[CH2:11]2)[CH:4]=1)(=[O:28])=[O:29]. The yield is 0.810.